This data is from Forward reaction prediction with 1.9M reactions from USPTO patents (1976-2016). The task is: Predict the product of the given reaction. (1) The product is: [NH2:40][C:36]1[N:35]=[C:34]([C:31]2[CH:30]=[CH:29][C:28]([C:9]3[N:8]([C:5]4[CH:4]=[CH:3][C:2]([Cl:1])=[CH:7][CH:6]=4)[C:13](=[O:14])[C:12]4[C:15]([S:24]([CH3:27])(=[O:25])=[O:26])=[N:16][N:17]([C:18]5[CH:23]=[CH:22][CH:21]=[CH:20][CH:19]=5)[C:11]=4[N:10]=3)=[CH:33][CH:32]=2)[CH:39]=[CH:38][N:37]=1. Given the reactants [Cl:1][C:2]1[CH:7]=[CH:6][C:5]([N:8]2[C:13](=[O:14])[C:12]3[C:15]([S:24]([CH3:27])(=[O:26])=[O:25])=[N:16][N:17]([C:18]4[CH:23]=[CH:22][CH:21]=[CH:20][CH:19]=4)[C:11]=3[N:10]=[C:9]2[C:28]2[CH:33]=[CH:32][C:31]([C:34]3[CH:39]=[CH:38][N:37]=[C:36]([NH:40]CC4C=CC(OC)=CC=4)[N:35]=3)=[CH:30][CH:29]=2)=[CH:4][CH:3]=1, predict the reaction product. (2) Given the reactants Cl[C:2]1[C:7]([F:8])=[CH:6][C:5]([Cl:9])=[CH:4][N:3]=1.[CH3:10][Sn:11]([CH3:17])([CH3:16])[Sn:11]([CH3:17])([CH3:16])[CH3:10].C1([As](C2C=CC=CC=2)C2C=CC=CC=2)C=CC=CC=1, predict the reaction product. The product is: [Cl:9][C:5]1[CH:6]=[C:7]([F:8])[C:2]([Sn:11]([CH3:17])([CH3:16])[CH3:10])=[N:3][CH:4]=1. (3) Given the reactants [Br:1][C:2]1[CH:7]=[C:6](F)[CH:5]=[CH:4][C:3]=1[C:9]1[N:10]([CH3:27])[C:11]([C:14]([CH3:26])([O:16][C:17]2[CH:24]=[CH:23][C:22]([Cl:25])=[CH:21][C:18]=2[C:19]#N)[CH3:15])=[N:12][N:13]=1.[OH-:28].[Na+].[OH2:30].[CH2:31]([OH:34])[CH2:32][OH:33], predict the reaction product. The product is: [Br:1][C:2]1[CH:7]=[C:6]([O:33][CH2:32][CH2:31][OH:34])[CH:5]=[CH:4][C:3]=1[C:9]1[N:10]([CH3:27])[C:11]([C:14]([CH3:15])([O:16][C:17]2[CH:24]=[CH:23][C:22]([Cl:25])=[CH:21][C:18]=2[C:19]([OH:30])=[O:28])[CH3:26])=[N:12][N:13]=1. (4) The product is: [CH3:1][O:2][C:3]1[CH:8]=[C:7]([N+:9]([O-:11])=[O:10])[CH:6]=[CH:5][C:4]=1[N:12]1[CH:13]=[C:19]([C:18]([O:17][CH2:15][CH3:16])=[O:23])[N:20]=[CH:21]1. Given the reactants [CH3:1][O:2][C:3]1[CH:8]=[C:7]([N+:9]([O-:11])=[O:10])[CH:6]=[CH:5][C:4]=1[NH:12][CH:13]=O.[CH2:15]([O:17][C:18](=[O:23])[CH2:19][NH:20][CH:21]=O)[CH3:16].C(N(CC)CC)C.O=P(Cl)(Cl)Cl.N1CCC[C@H]1C(O)=O.C(N(CC(O)=O)CC(O)=O)CN(CC(O)=O)CC(O)=O, predict the reaction product. (5) Given the reactants Cl[C:2](Cl)([O:4]C(=O)OC(Cl)(Cl)Cl)Cl.[NH2:13][C:14]1[CH:19]=[C:18]([O:20][C:21]2[CH:30]=[C:29]3[C:24]([CH2:25][CH2:26][CH:27]([C:31]([NH:33][C:34]4[CH:39]=[CH:38][CH:37]=[C:36]([C:40]([CH3:43])([CH3:42])[CH3:41])[CH:35]=4)=[O:32])[CH2:28]3)=[CH:23][CH:22]=2)[CH:17]=[CH:16][N:15]=1, predict the reaction product. The product is: [C:40]([C:36]1[CH:35]=[C:34]([NH:33][C:31]([CH:27]2[CH2:26][CH2:25][C:24]3[C:29](=[CH:30][C:21]([O:20][C:18]4[CH:17]=[CH:16][N:15]=[C:14]([N:13]=[C:2]=[O:4])[CH:19]=4)=[CH:22][CH:23]=3)[CH2:28]2)=[O:32])[CH:39]=[CH:38][CH:37]=1)([CH3:43])([CH3:42])[CH3:41].